Dataset: Full USPTO retrosynthesis dataset with 1.9M reactions from patents (1976-2016). Task: Predict the reactants needed to synthesize the given product. Given the product [Cl:13][C:5]1[C:4]2[C:9](=[CH:10][CH:11]=[C:2]([NH:18][CH2:17][C:16]3[CH:19]=[CH:20][CH:21]=[CH:22][C:15]=3[Cl:14])[CH:3]=2)[C:8](=[O:12])[NH:7][N:6]=1, predict the reactants needed to synthesize it. The reactants are: Br[C:2]1[CH:3]=[C:4]2[C:9](=[CH:10][CH:11]=1)[C:8](=[O:12])[NH:7][N:6]=[C:5]2[Cl:13].[Cl:14][C:15]1[CH:22]=[CH:21][CH:20]=[CH:19][C:16]=1[CH2:17][NH2:18].C1C=CC(P(C2C(C3C(P(C4C=CC=CC=4)C4C=CC=CC=4)=CC=C4C=3C=CC=C4)=C3C(C=CC=C3)=CC=2)C2C=CC=CC=2)=CC=1.CC([O-])(C)C.[Na+].